This data is from Reaction yield outcomes from USPTO patents with 853,638 reactions. The task is: Predict the reaction yield, written as a fraction of the theoretical maximum amount of product (1.0 means a 100% yield; for example, 0.34 means a 34% yield). (1) The reactants are [C:1]([CH2:3][C:4]([OH:6])=O)#[N:2].P(Cl)(Cl)(Cl)(Cl)Cl.[NH2:13][C:14]1[CH:19]=[CH:18][CH:17]=[CH:16][CH:15]=1.C([O-])([O-])=O.[Na+].[Na+]. The catalyst is ClCCl. The product is [C:1]([CH2:3][C:4]([NH:13][C:14]1[CH:19]=[CH:18][CH:17]=[CH:16][CH:15]=1)=[O:6])#[N:2]. The yield is 0.820. (2) The reactants are [CH2:1]([NH2:6])[CH2:2][CH2:3][CH2:4][CH3:5].[CH2:7]([N:15]=[C:16]=[O:17])[CH2:8][CH2:9][CH2:10][CH2:11][CH2:12][CH2:13][CH3:14]. The catalyst is CCCCCC. The product is [CH2:7]([NH:15][C:16]([NH:6][CH2:1][CH2:2][CH2:3][CH2:4][CH3:5])=[O:17])[CH2:8][CH2:9][CH2:10][CH2:11][CH2:12][CH2:13][CH3:14]. The yield is 0.970. (3) The reactants are [CH:1]([N:5]1[C:13]2[C:8](=[C:9]([C:33](=[O:45])[NH:34][CH2:35][C:36]3[C:37]([O:43]C)=[N:38][N:39]([CH3:42])[C:40]=3[CH3:41])[CH:10]=[C:11]([C:14]3[CH:15]=[CH:16][C:17]([N:20]4[CH2:25][CH2:24][N:23](C(OC(C)(C)C)=O)[CH2:22][CH2:21]4)=[N:18][CH:19]=3)[CH:12]=2)[C:7]([CH3:46])=[CH:6]1)([CH2:3][CH3:4])[CH3:2]. The catalyst is C(Cl)Cl. The product is [CH:1]([N:5]1[C:13]2[CH:12]=[C:11]([C:14]3[CH:19]=[N:18][C:17]([N:20]4[CH2:21][CH2:22][NH:23][CH2:24][CH2:25]4)=[CH:16][CH:15]=3)[CH:10]=[C:9]([C:33]([NH:34][CH2:35][C:36]3[C:37](=[O:43])[NH:38][N:39]([CH3:42])[C:40]=3[CH3:41])=[O:45])[C:8]=2[C:7]([CH3:46])=[CH:6]1)([CH2:3][CH3:4])[CH3:2]. The yield is 0.200. (4) The reactants are [CH3:1][O:2][C:3]1[CH:12]=[C:11]2[C:6]([C:7]([O:13][CH2:14][C:15]3[N:19]4[CH:20]=[C:21]([C:24](O)=[O:25])[CH:22]=[CH:23][C:18]4=[N:17][N:16]=3)=[CH:8][CH:9]=[N:10]2)=[CH:5][CH:4]=1.[C:27]([O:31][C:32](=[O:38])[N:33]([CH2:35][CH2:36][NH2:37])[CH3:34])([CH3:30])([CH3:29])[CH3:28].F[P-](F)(F)(F)(F)F.N1(OC(N(C)C)=[N+](C)C)C2N=CC=CC=2N=N1.C(N(CC)CC)C. The catalyst is CN(C=O)C. The product is [CH3:1][O:2][C:3]1[CH:12]=[C:11]2[C:6]([C:7]([O:13][CH2:14][C:15]3[N:19]4[CH:20]=[C:21]([C:24]([NH:37][CH2:36][CH2:35][N:33]([CH3:34])[C:32](=[O:38])[O:31][C:27]([CH3:28])([CH3:29])[CH3:30])=[O:25])[CH:22]=[CH:23][C:18]4=[N:17][N:16]=3)=[CH:8][CH:9]=[N:10]2)=[CH:5][CH:4]=1. The yield is 0.930.